This data is from Forward reaction prediction with 1.9M reactions from USPTO patents (1976-2016). The task is: Predict the product of the given reaction. (1) Given the reactants [CH:1]([O:4][C:5]([N:7]1[CH2:12][CH2:11][CH:10]([O:13][C:14]2[C:19]([CH2:20][CH3:21])=[C:18](Cl)[N:17]=[CH:16][N:15]=2)[CH2:9][CH2:8]1)=[O:6])([CH3:3])[CH3:2].[F:23][C:24]1[CH:29]=[C:28]([S:30]([CH3:33])(=[O:32])=[O:31])[CH:27]=[CH:26][C:25]=1[OH:34].[H-].[Na+], predict the reaction product. The product is: [CH:1]([O:4][C:5]([N:7]1[CH2:12][CH2:11][CH:10]([O:13][C:14]2[C:19]([CH2:20][CH3:21])=[C:18]([O:34][C:25]3[CH:26]=[CH:27][C:28]([S:30]([CH3:33])(=[O:32])=[O:31])=[CH:29][C:24]=3[F:23])[N:17]=[CH:16][N:15]=2)[CH2:9][CH2:8]1)=[O:6])([CH3:3])[CH3:2]. (2) The product is: [C:1]([C:3]1[CH:4]=[C:5]([CH:9]=[CH:10][CH:11]=1)[C:6]([O:18][C:12]1[CH:17]=[CH:16][CH:15]=[CH:14][CH:13]=1)=[O:7])#[CH:2]. Given the reactants [C:1]([C:3]1[CH:4]=[C:5]([CH:9]=[CH:10][CH:11]=1)[C:6](Cl)=[O:7])#[CH:2].[C:12]1([OH:18])[CH:17]=[CH:16][CH:15]=[CH:14][CH:13]=1.N1C=CC=CC=1, predict the reaction product. (3) Given the reactants [O:1]1[CH2:6][CH2:5][N:4]([S:7]([C:10]2[CH:11]=[C:12]([CH:17]=[CH:18][CH:19]=2)[C:13](OC)=[O:14])(=[O:9])=[O:8])[CH2:3][CH2:2]1.[NH2:20][NH2:21], predict the reaction product. The product is: [O:1]1[CH2:6][CH2:5][N:4]([S:7]([C:10]2[CH:11]=[C:12]([CH:17]=[CH:18][CH:19]=2)[C:13]([NH:20][NH2:21])=[O:14])(=[O:9])=[O:8])[CH2:3][CH2:2]1. (4) Given the reactants O[N:2]1C2C=CC=CC=2N=N1.C(Cl)CCl.[C:15]([O:19][C:20](=[O:50])[CH2:21][CH:22]([C:26]1[CH:31]=[CH:30][C:29]([O:32][CH2:33][C:34]2[CH:35]=[C:36]([C:40]3[CH:45]=[CH:44][C:43]([C:46]([F:49])([F:48])[F:47])=[CH:42][CH:41]=3)[CH:37]=[CH:38][CH:39]=2)=[CH:28][CH:27]=1)[C:23](O)=[O:24])([CH3:18])([CH3:17])[CH3:16].[OH-].[NH4+], predict the reaction product. The product is: [C:15]([O:19][C:20](=[O:50])[CH2:21][CH:22]([C:26]1[CH:31]=[CH:30][C:29]([O:32][CH2:33][C:34]2[CH:35]=[C:36]([C:40]3[CH:45]=[CH:44][C:43]([C:46]([F:49])([F:48])[F:47])=[CH:42][CH:41]=3)[CH:37]=[CH:38][CH:39]=2)=[CH:28][CH:27]=1)[C:23]([NH2:2])=[O:24])([CH3:18])([CH3:17])[CH3:16]. (5) Given the reactants [C:1]([C:3]1[C:4]([CH2:20][C:21]([NH:23][CH2:24][C:25]2[CH:30]=[C:29]([Cl:31])[CH:28]=[CH:27][C:26]=2[CH2:32][NH2:33])=[O:22])=[N:5][C:6]([NH:9][CH2:10][C:11]([F:19])([F:18])[C:12]2[CH:17]=[CH:16][CH:15]=[CH:14][N:13]=2)=[CH:7][CH:8]=1)#[N:2].C(N(CC)CC)C.[C:41]([O:45][C:46](O[C:46]([O:45][C:41]([CH3:44])([CH3:43])[CH3:42])=[O:47])=[O:47])([CH3:44])([CH3:43])[CH3:42], predict the reaction product. The product is: [C:1]([C:3]1[C:4]([CH2:20][C:21]([NH:23][CH2:24][C:25]2[CH:30]=[C:29]([Cl:31])[CH:28]=[CH:27][C:26]=2[CH2:32][NH:33][C:46]([O:45][C:41]([CH3:44])([CH3:43])[CH3:42])=[O:47])=[O:22])=[N:5][C:6]([NH:9][CH2:10][C:11]([F:18])([F:19])[C:12]2[CH:17]=[CH:16][CH:15]=[CH:14][N:13]=2)=[CH:7][CH:8]=1)#[N:2]. (6) Given the reactants C(OC([NH:8][C@@H:9]([CH2:13][C:14]1[CH:19]=[CH:18][C:17]([O:20][C:21]2[CH:26]=[CH:25][C:24]([O:27][C:28]3[CH:33]=[CH:32][CH:31]=[CH:30][CH:29]=3)=[CH:23][CH:22]=2)=[CH:16][CH:15]=1)[C:10]([OH:12])=[O:11])=O)(C)(C)C.[ClH:34], predict the reaction product. The product is: [ClH:34].[NH2:8][C@@H:9]([CH2:13][C:14]1[CH:15]=[CH:16][C:17]([O:20][C:21]2[CH:26]=[CH:25][C:24]([O:27][C:28]3[CH:33]=[CH:32][CH:31]=[CH:30][CH:29]=3)=[CH:23][CH:22]=2)=[CH:18][CH:19]=1)[C:10]([OH:12])=[O:11].